This data is from Experimentally validated miRNA-target interactions with 360,000+ pairs, plus equal number of negative samples. The task is: Binary Classification. Given a miRNA mature sequence and a target amino acid sequence, predict their likelihood of interaction. The protein sequence of the target gene is MSANPRWDISRALGVAKLFHLVCGVREACVTPFLTLYLRQLGLAAPWVGTLMGTKHLIAAFWAPVCAFLAKSYRKRRALLIGSLLGSVGASLLMVLVPPVDKNRVHFPCNGSSGLTSTDALPGVTLPVNITSAQESASSHPAKRTAEVEMPGFRNPPGESDRETFRDLHVYLAPSVEGARTTSQALLHPVTSGLKDHPWEVTFEVVKTALPLLPGGKGPGNPANLSGTKGKAWAFDLSLEALRRTFILSLGSVAFWELLTAPLEQVADDSLYEFLDFVDATDRYRSLWVWRLLGMSAGVC.... Result: 0 (no interaction). The miRNA is hsa-miR-7155-3p with sequence UGGCCCAAGACCUCAGACC.